This data is from Peptide-MHC class I binding affinity with 185,985 pairs from IEDB/IMGT. The task is: Regression. Given a peptide amino acid sequence and an MHC pseudo amino acid sequence, predict their binding affinity value. This is MHC class I binding data. The peptide sequence is MQGKDFNHL. The MHC is HLA-B57:01 with pseudo-sequence HLA-B57:01. The binding affinity (normalized) is 0.0847.